Dataset: Choline transporter screen with 302,306 compounds. Task: Binary Classification. Given a drug SMILES string, predict its activity (active/inactive) in a high-throughput screening assay against a specified biological target. (1) The drug is Brc1c(NC(=O)CCS(=O)(=O)c2ccc(cc2)C)cccc1. The result is 0 (inactive). (2) The drug is s1c2n(nc(c2cc1C(=O)NCCCN(Cc1ccccc1)C)c1cc(OC)ccc1)C. The result is 0 (inactive). (3) The compound is S=C(N(CC1OCCC1)Cc1cc2c([nH]c1=O)cc(OC)cc2)Nc1ccccc1. The result is 0 (inactive). (4) The molecule is O=C(/N=C(\Nc1nc2c(c(n1)C)cc(OC)cc2)N)C(C)(C)C. The result is 0 (inactive).